From a dataset of Catalyst prediction with 721,799 reactions and 888 catalyst types from USPTO. Predict which catalyst facilitates the given reaction. (1) Reactant: [Br:1][C:2]1[CH:8]=[C:7]([CH3:9])[C:5](N)=[C:4]([O:10][CH3:11])[CH:3]=1.C([N:14](CC)CC)C.[C:19]([CH2:23][C:24](Cl)=[O:25])([CH3:22])([CH3:21])[CH3:20]. Product: [Br:1][C:2]1[CH:8]=[C:7]([CH3:9])[C:5]([CH:23]([C:19]([CH3:22])([CH3:21])[CH3:20])[C:24]([NH2:14])=[O:25])=[C:4]([O:10][CH3:11])[CH:3]=1. The catalyst class is: 4. (2) Reactant: [CH2:1]([N:3]([CH2:11][C:12]1[N:13]=[C:14]2[S:21][C:20]([CH3:22])=[C:19]([CH2:23][CH2:24][OH:25])[N:15]2[C:16](=[O:18])[CH:17]=1)[C:4]1[CH:9]=[CH:8][C:7]([F:10])=[CH:6][CH:5]=1)[CH3:2].[H-].[Na+].I[CH3:29]. Product: [CH2:1]([N:3]([CH2:11][C:12]1[N:13]=[C:14]2[S:21][C:20]([CH3:22])=[C:19]([CH2:23][CH2:24][O:25][CH3:29])[N:15]2[C:16](=[O:18])[CH:17]=1)[C:4]1[CH:5]=[CH:6][C:7]([F:10])=[CH:8][CH:9]=1)[CH3:2]. The catalyst class is: 7.